From a dataset of Orexin1 receptor HTS with 218,158 compounds and 233 confirmed actives. Binary Classification. Given a drug SMILES string, predict its activity (active/inactive) in a high-throughput screening assay against a specified biological target. (1) The molecule is Brc1c(NP(=O)(N(CC)CC)c2c(NC(=O)c3occc3)cc(N(C)C)cc2)ccc(c1)C. The result is 0 (inactive). (2) The result is 0 (inactive). The molecule is O(c1c(ccc(OC)c1)C(O\N=C(/N)Cc1ccc([N+]([O-])=O)cc1)=O)C.